Dataset: Catalyst prediction with 721,799 reactions and 888 catalyst types from USPTO. Task: Predict which catalyst facilitates the given reaction. (1) Reactant: C(OC(=O)[NH:7][CH2:8][CH2:9][N:10]([CH2:25][C:26]1[CH:31]=[CH:30][C:29]([Cl:32])=[CH:28][CH:27]=1)[C:11](=[O:24])[C:12]1[CH:17]=[CH:16][C:15]([C:18]2[CH:23]=[CH:22][N:21]=[CH:20][CH:19]=2)=[CH:14][CH:13]=1)(C)(C)C.[ClH:34]. Product: [ClH:32].[ClH:34].[NH2:7][CH2:8][CH2:9][N:10]([CH2:25][C:26]1[CH:27]=[CH:28][C:29]([Cl:32])=[CH:30][CH:31]=1)[C:11](=[O:24])[C:12]1[CH:17]=[CH:16][C:15]([C:18]2[CH:19]=[CH:20][N:21]=[CH:22][CH:23]=2)=[CH:14][CH:13]=1. The catalyst class is: 472. (2) Reactant: [H-].[Na+].[C:3]1([CH2:11][OH:12])[CH:8]=[CH:7][CH:6]=[C:5]([CH2:9][OH:10])[CH:4]=1.[C:13]([Si:17]([CH3:20])([CH3:19])Cl)([CH3:16])([CH3:15])[CH3:14]. Product: [O:10]([CH2:9][C:5]1[CH:4]=[C:3]([CH:8]=[CH:7][CH:6]=1)[CH2:11][OH:12])[Si:17]([C:13]([CH3:16])([CH3:15])[CH3:14])([CH3:20])[CH3:19]. The catalyst class is: 1. (3) Reactant: F[C:2]1[CH:7]=[CH:6][C:5]([N+:8]([O-:10])=O)=[CH:4][CH:3]=1.[CH3:11][N:12]1[CH2:16][CH2:15][CH:14](O)[CH2:13]1.[H-].[Na+]. Product: [CH3:11][N:12]1[CH2:16][CH2:15][CH:14]([C:2]2[CH:3]=[CH:4][C:5]([N:8]=[O:10])=[CH:6][CH:7]=2)[CH2:13]1. The catalyst class is: 60. (4) The catalyst class is: 434. Reactant: [S:1]1[CH:5]=[CH:4][CH:3]=[C:2]1[C:6]([NH:8][C:9]1[CH:10]=[CH:11][CH:12]=[C:13]2[C:17]=1[NH:16][C:15]([C:18]([OH:20])=O)=[CH:14]2)=[O:7].[NH:21]1[CH2:26][CH2:25][CH2:24][CH2:23][CH2:22]1.N1(O)C2C=CC=CC=2N=N1.Cl.CN(C)CCCN=C=NCC. Product: [N:21]1([C:18]([C:15]2[NH:16][C:17]3[C:13]([CH:14]=2)=[CH:12][CH:11]=[CH:10][C:9]=3[NH:8][C:6]([C:2]2[S:1][CH:5]=[CH:4][CH:3]=2)=[O:7])=[O:20])[CH2:26][CH2:25][CH2:24][CH2:23][CH2:22]1.